Task: Predict the product of the given reaction.. Dataset: Forward reaction prediction with 1.9M reactions from USPTO patents (1976-2016) (1) Given the reactants [OH:1][CH2:2][C:3]1[NH:7][C:6]([C:8]2[CH:9]=[C:10]([NH:14][C:15](=[O:17])[CH3:16])[CH:11]=[CH:12][CH:13]=2)=[N:5][C:4]=1[CH3:18], predict the reaction product. The product is: [CH:2]([C:3]1[NH:7][C:6]([C:8]2[CH:9]=[C:10]([NH:14][C:15](=[O:17])[CH3:16])[CH:11]=[CH:12][CH:13]=2)=[N:5][C:4]=1[CH3:18])=[O:1]. (2) Given the reactants [Si:1]([O:8][CH2:9][C@@H:10]([NH:13][C:14]([C:16]1[N:17]=[C:18]([N:21]2[CH2:24][CH:23](OS(C)(=O)=O)[CH2:22]2)[S:19][CH:20]=1)=[O:15])[CH2:11][CH3:12])([C:4]([CH3:7])([CH3:6])[CH3:5])([CH3:3])[CH3:2].[C:30]([O-:33])(=[S:32])[CH3:31].[K+], predict the reaction product. The product is: [C:30]([S:32][CH:23]1[CH2:22][N:21]([C:18]2[S:19][CH:20]=[C:16]([C:14](=[O:15])[NH:13][C@H:10]([CH2:9][O:8][Si:1]([C:4]([CH3:5])([CH3:6])[CH3:7])([CH3:3])[CH3:2])[CH2:11][CH3:12])[N:17]=2)[CH2:24]1)(=[O:33])[CH3:31]. (3) The product is: [F:1][C:2]1[CH:7]=[C:6]([I:8])[CH:5]=[CH:4][C:3]=1[NH:9][C:10]1[CH:11]=[N:12][CH:13]=[CH:14][C:15]=1[C:16]1[O:20][C:19]([NH:21][CH2:22][C:23]([N:27]([CH3:28])[CH3:26])=[O:24])=[N:18][N:17]=1. Given the reactants [F:1][C:2]1[CH:7]=[C:6]([I:8])[CH:5]=[CH:4][C:3]=1[NH:9][C:10]1[CH:11]=[N:12][CH:13]=[CH:14][C:15]=1[C:16]1[O:20][C:19]([NH:21][CH2:22][C:23](O)=[O:24])=[N:18][N:17]=1.[CH3:26][N:27](C=O)[CH3:28].C1N=CN(C(N2C=NC=C2)=O)C=1.CNC, predict the reaction product.